From a dataset of Reaction yield outcomes from USPTO patents with 853,638 reactions. Predict the reaction yield, written as a fraction of the theoretical maximum amount of product (1.0 means a 100% yield; for example, 0.34 means a 34% yield). (1) The reactants are [C:1]([C:5]1[NH:6][C:7]2[C:12]([CH:13]=1)=[CH:11][C:10]([N+:14]([O-])=O)=[C:9]([F:17])[CH:8]=2)([CH3:4])([CH3:3])[CH3:2]. The catalyst is CO.[Ni]. The product is [C:1]([C:5]1[NH:6][C:7]2[C:12]([CH:13]=1)=[CH:11][C:10]([NH2:14])=[C:9]([F:17])[CH:8]=2)([CH3:4])([CH3:2])[CH3:3]. The yield is 0.380. (2) The reactants are [C:1]([OH:5])(=[O:4])[CH:2]=[CH2:3].[CH2:6]([O:16][C:17](=[O:20])[CH:18]=[CH2:19])[CH2:7][CH2:8][CH2:9][CH2:10][CH2:11][CH2:12][CH2:13][CH2:14][CH3:15]. The catalyst is O1CCOCC1. The product is [C:1]([OH:5])(=[O:4])[CH:2]=[CH2:3].[CH2:6]([O:16][C:17](=[O:20])[CH:18]=[CH2:19])[CH2:7][CH2:8][CH2:9][CH2:10][CH2:11][CH2:12][CH2:13][CH2:14][CH3:15]. The yield is 0.810. (3) The reactants are [Cl:1][C:2]1[CH:7]=[C:6]([Cl:8])[CH:5]=[CH:4][C:3]=1[C:9]1[N:10]=[C:11]([N:17]2[CH2:22][CH2:21][O:20][CH2:19][CH2:18]2)[S:12][C:13]=1[C:14]([NH2:16])=O.COC(OC)[N:26]([CH3:28])C.C(O)(=O)C.O.[NH2:36]N. No catalyst specified. The product is [Cl:1][C:2]1[CH:7]=[C:6]([Cl:8])[CH:5]=[CH:4][C:3]=1[C:9]1[N:10]=[C:11]([N:17]2[CH2:22][CH2:21][O:20][CH2:19][CH2:18]2)[S:12][C:13]=1[C:14]1[NH:26][CH:28]=[N:36][N:16]=1. The yield is 0.400.